From a dataset of Reaction yield outcomes from USPTO patents with 853,638 reactions. Predict the reaction yield, written as a fraction of the theoretical maximum amount of product (1.0 means a 100% yield; for example, 0.34 means a 34% yield). (1) The reactants are C[Si]([N-][Si](C)(C)C)(C)C.[Na+].[C:11]1(=[O:24])[C:23]2[C:22]3[CH:21]=[CH:20][CH:19]=[CH:18][C:17]=3[NH:16][C:15]=2[CH2:14][CH2:13][NH:12]1.[CH3:25]N(C)C=O.IC. The catalyst is C(OCC)(=O)C.O. The product is [CH3:25][N:16]1[C:17]2[CH:18]=[CH:19][CH:20]=[CH:21][C:22]=2[C:23]2[C:11](=[O:24])[NH:12][CH2:13][CH2:14][C:15]1=2. The yield is 0.720. (2) The reactants are C(N1C=CN=C1)(N1C=CN=C1)=O.[OH:13][C:14]1[CH:22]=[CH:21][C:17]([C:18]([OH:20])=O)=[CH:16][CH:15]=1.[Cl:23][C:24]1[C:29]([Cl:30])=[CH:28][CH:27]=[CH:26][C:25]=1[N:31]1[CH2:36][CH2:35][N:34]([CH2:37][CH:38]=[CH:39][CH2:40][NH2:41])[CH2:33][CH2:32]1. The catalyst is N1C=CC=CC=1. The product is [Cl:23][C:24]1[C:29]([Cl:30])=[CH:28][CH:27]=[CH:26][C:25]=1[N:31]1[CH2:32][CH2:33][N:34]([CH2:37][CH:38]=[CH:39][CH2:40][NH:41][C:18](=[O:20])[C:17]2[CH:16]=[CH:15][C:14]([OH:13])=[CH:22][CH:21]=2)[CH2:35][CH2:36]1. The yield is 0.510. (3) The reactants are [CH3:1][C:2]1[N:6]([CH2:7][C:8]([OH:10])=O)[N:5]=[C:4]([C:11]([F:14])([F:13])[F:12])[CH:3]=1.Cl.[CH3:16][N:17]([CH:32]1[C:41]2[C:36](=[CH:37][CH:38]=[CH:39][CH:40]=2)[CH2:35][CH2:34][CH2:33]1)[C:18]([C:20]1[N:25]=[C:24]([CH:26]2[CH2:31][CH2:30][NH:29][CH2:28][CH2:27]2)[CH:23]=[CH:22][CH:21]=1)=[O:19].C(N(C(C)C)CC)(C)C.F[P-](F)(F)(F)(F)F.N1(O[P+](N(C)C)(N(C)C)N(C)C)C2C=CC=CC=2N=N1. The catalyst is CN(C=O)C. The product is [CH3:16][N:17]([CH:32]1[C:41]2[C:36](=[CH:37][CH:38]=[CH:39][CH:40]=2)[CH2:35][CH2:34][CH2:33]1)[C:18]([C:20]1[N:25]=[C:24]([CH:26]2[CH2:27][CH2:28][N:29]([C:8](=[O:10])[CH2:7][N:6]3[C:2]([CH3:1])=[CH:3][C:4]([C:11]([F:14])([F:13])[F:12])=[N:5]3)[CH2:30][CH2:31]2)[CH:23]=[CH:22][CH:21]=1)=[O:19]. The yield is 0.710. (4) The reactants are [CH2:1]([O:3][C:4](=[O:28])[C:5]1[CH:10]=[CH:9][CH:8]=[C:7]([NH:11][C:12]2[N:17]3[N:18]=[CH:19][C:20]([CH2:21][CH2:22][CH2:23][CH2:24][C:25]#[N:26])=[C:16]3[N:15]=[C:14](Cl)[CH:13]=2)[CH:6]=1)[CH3:2].[C:29]1([NH2:36])[CH:34]=[CH:33][CH:32]=[C:31]([NH2:35])[CH:30]=1. The catalyst is CN1C(=O)CCC1.CCOC(C)=O. The product is [CH2:1]([O:3][C:4](=[O:28])[C:5]1[CH:10]=[CH:9][CH:8]=[C:7]([NH:11][C:12]2[N:17]3[N:18]=[CH:19][C:20]([CH2:21][CH2:22][CH2:23][CH2:24][C:25]#[N:26])=[C:16]3[N:15]=[C:14]([NH:35][C:31]3[CH:32]=[CH:33][CH:34]=[C:29]([NH2:36])[CH:30]=3)[CH:13]=2)[CH:6]=1)[CH3:2]. The yield is 0.500. (5) The reactants are Cl[CH2:2][CH2:3][O:4][C:5]1[CH:14]=[C:13]2[C:8]([C:9]([O:15][C:16]3[C:17]([C:26](=[O:28])[CH3:27])=[N:18][C:19]4[C:24]([CH:25]=3)=[CH:23][CH:22]=[CH:21][CH:20]=4)=[CH:10][CH:11]=[N:12]2)=[CH:7][C:6]=1[O:29][CH3:30].C(=O)([O-])[O-].[K+].[K+].[OH:37][CH:38]1[CH2:43][CH2:42][CH2:41][NH:40][CH2:39]1.O. The catalyst is CN(C)C=O. The product is [OH:37][CH:38]1[CH2:43][CH2:42][CH2:41][N:40]([CH2:2][CH2:3][O:4][C:5]2[CH:14]=[C:13]3[C:8]([C:9]([O:15][C:16]4[C:17]([C:26](=[O:28])[CH3:27])=[N:18][C:19]5[C:24]([CH:25]=4)=[CH:23][CH:22]=[CH:21][CH:20]=5)=[CH:10][CH:11]=[N:12]3)=[CH:7][C:6]=2[O:29][CH3:30])[CH2:39]1. The yield is 0.700. (6) The reactants are [Br:1][C:2]1[C:6]2[CH2:7][N:8]([C:11]([O:13][C:14]([CH3:17])([CH3:16])[CH3:15])=[O:12])[CH2:9][CH2:10][C:5]=2[NH:4][N:3]=1.CS(O[CH:23]1[CH2:28][CH2:27][S:26][CH2:25][CH2:24]1)(=O)=O.C([O-])([O-])=O.[Cs+].[Cs+]. The product is [Br:1][C:2]1[C:6]2[CH2:7][N:8]([C:11]([O:13][C:14]([CH3:17])([CH3:16])[CH3:15])=[O:12])[CH2:9][CH2:10][C:5]=2[N:4]([CH:23]2[CH2:28][CH2:27][S:26][CH2:25][CH2:24]2)[N:3]=1. The yield is 0.440. The catalyst is CN(C=O)C.CCOC(C)=O.